Dataset: Forward reaction prediction with 1.9M reactions from USPTO patents (1976-2016). Task: Predict the product of the given reaction. (1) The product is: [F:8][C:4]1[CH:5]=[CH:6][CH:7]=[C:2]([F:1])[C:3]=1[C:9]1[CH:10]=[C:11]2[C:15](=[CH:16][CH:17]=1)[NH:14][CH:13]=[C:12]2[C:28]1[CH:33]=[C:32]([O:34][CH3:35])[N:31]=[C:30]([NH:36][C@@H:37]2[CH2:42][CH2:41][CH2:40][N:39]([C:43]([O:45][C:46]([CH3:49])([CH3:48])[CH3:47])=[O:44])[CH2:38]2)[N:29]=1. Given the reactants [F:1][C:2]1[CH:7]=[CH:6][CH:5]=[C:4]([F:8])[C:3]=1[C:9]1[CH:10]=[C:11]2[C:15](=[CH:16][CH:17]=1)[N:14](S(C1C=CC(C)=CC=1)(=O)=O)[CH:13]=[C:12]2[C:28]1[CH:33]=[C:32]([O:34][CH3:35])[N:31]=[C:30]([NH:36][C@@H:37]2[CH2:42][CH2:41][CH2:40][N:39]([C:43]([O:45][C:46]([CH3:49])([CH3:48])[CH3:47])=[O:44])[CH2:38]2)[N:29]=1.[OH-].[Na+], predict the reaction product. (2) Given the reactants [Cl:1][C:2]1[CH:7]=[CH:6][C:5]([O:8][CH2:9][CH:10]([CH3:12])[CH3:11])=[CH:4][CH:3]=1.[I:13]I.[B-](F)(F)(F)F.[B-](F)(F)(F)F.C1[N+]2(CCl)CC[N+](F)(CC2)C1, predict the reaction product. The product is: [Cl:1][C:2]1[CH:7]=[CH:6][C:5]([O:8][CH2:9][CH:10]([CH3:12])[CH3:11])=[C:4]([I:13])[CH:3]=1. (3) Given the reactants [O:1]1[C:5]2([CH2:10][CH2:9][C:8](=O)[CH2:7][CH2:6]2)[O:4][CH2:3][CH2:2]1.[CH3:12][O:13][C:14](=[O:35])[CH:15]=P(C1C=CC=CC=1)(C1C=CC=CC=1)C1C=CC=CC=1, predict the reaction product. The product is: [CH3:12][O:13][C:14](=[O:35])[CH:15]=[C:8]1[CH2:9][CH2:10][C:5]2([O:4][CH2:3][CH2:2][O:1]2)[CH2:6][CH2:7]1. (4) Given the reactants [CH:12](=O)[C:11]1[CH:14]=[CH:15][CH:16]=[CH:17][C:10]=1[S:9][S:9][C:10]1[CH:17]=[CH:16][CH:15]=[CH:14][C:11]=1[CH:12]=O.[CH3:19][C:20]([CH3:24])=[CH:21][C:22]#[N:23].C1CCN2C(=NCCC2)CC1, predict the reaction product. The product is: [CH3:19][C:20]1([CH3:24])[C:21]([C:22]#[N:23])=[CH:12][C:11]2[C:10](=[CH:17][CH:16]=[CH:15][CH:14]=2)[S:9]1. (5) The product is: [CH3:28][C:11]1[N:10]([CH2:9][C:8]([C:5]2[CH:4]=[CH:3][C:2]([NH:1][C:31]([NH:30][C:33]3[CH:34]=[CH:35][C:36]([N+:39]([O-:41])=[O:40])=[CH:37][CH:38]=3)=[O:32])=[CH:7][CH:6]=2)=[O:29])[C:14](=[O:15])[C:13]([C:22]2[CH:23]=[CH:24][CH:25]=[CH:26][CH:27]=2)([C:16]2[CH:21]=[CH:20][CH:19]=[CH:18][CH:17]=2)[N:12]=1. Given the reactants [NH2:1][C:2]1[CH:7]=[CH:6][C:5]([C:8](=[O:29])[CH2:9][N:10]2[C:14](=[O:15])[C:13]([C:22]3[CH:27]=[CH:26][CH:25]=[CH:24][CH:23]=3)([C:16]3[CH:21]=[CH:20][CH:19]=[CH:18][CH:17]=3)[N:12]=[C:11]2[CH3:28])=[CH:4][CH:3]=1.[N:30]([C:33]1[CH:38]=[CH:37][C:36]([N+:39]([O-:41])=[O:40])=[CH:35][CH:34]=1)=[C:31]=[O:32], predict the reaction product. (6) Given the reactants [NH:1]1[CH:5]=[CH:4][N:3]=[C:2]1[CH2:6][NH:7][CH2:8][C:9]1[CH:30]=[CH:29][C:12]([CH2:13][O:14][C:15]2[CH:28]=[CH:27][C:18]([CH2:19][N:20]([CH2:24][CH2:25][CH3:26])[CH2:21][CH2:22][CH3:23])=[CH:17][CH:16]=2)=[CH:11][CH:10]=1.C([BH3-])#N.[Na+].C(O)(=O)C.[NH:39]1[CH:43]=[CH:42][N:41]=[C:40]1[CH:44]=O, predict the reaction product. The product is: [NH:1]1[CH:5]=[CH:4][N:3]=[C:2]1[CH2:6][N:7]([CH2:8][C:9]1[CH:30]=[CH:29][C:12]([CH2:13][O:14][C:15]2[CH:16]=[CH:17][C:18]([CH2:19][N:20]([CH2:21][CH2:22][CH3:23])[CH2:24][CH2:25][CH3:26])=[CH:27][CH:28]=2)=[CH:11][CH:10]=1)[CH2:44][C:40]1[NH:39][CH:43]=[CH:42][N:41]=1. (7) Given the reactants [CH:1]1[C:6]2[C:7]3[C:18](=O)[C:17]4[CH:16]=[CH:15][CH:14]=[CH:13][C:12]=4[C:8]=3[O:9][C:10](=[O:11])[C:5]=2[CH:4]=[CH:3][CH:2]=1.[NH2:20][CH2:21][CH2:22][CH2:23][CH2:24][CH2:25][NH2:26].C(Cl)(Cl)[Cl:28], predict the reaction product. The product is: [ClH:28].[NH2:20][CH2:21][CH2:22][CH2:23][CH2:24][CH2:25][N:26]1[C:7]2[C:6]3[CH:1]=[CH:2][CH:3]=[CH:4][C:5]=3[C:10](=[O:11])[C:18]=2[C:17]2[C:12](=[CH:13][CH:14]=[CH:15][CH:16]=2)[C:8]1=[O:9]. (8) Given the reactants I[C:2]1[CH:3]=[C:4]([O:24][CH:25]([F:27])[F:26])[CH:5]=[C:6]2[C:10]=1[C:9](=[O:11])[N:8]([CH2:12][C:13]1[CH:18]=[CH:17][C:16]([O:19][C:20]([F:23])([F:22])[F:21])=[CH:15][CH:14]=1)[CH2:7]2.[Cl:28]CCl, predict the reaction product. The product is: [Cl:28][C:2]1[CH:3]=[C:4]([O:24][CH:25]([F:27])[F:26])[CH:5]=[C:6]2[C:10]=1[C:9](=[O:11])[N:8]([CH2:12][C:13]1[CH:18]=[CH:17][C:16]([O:19][C:20]([F:23])([F:22])[F:21])=[CH:15][CH:14]=1)[CH2:7]2.